This data is from Forward reaction prediction with 1.9M reactions from USPTO patents (1976-2016). The task is: Predict the product of the given reaction. (1) Given the reactants [Cl:1][C:2]1[CH:26]=[N:25][C:5]2[NH:6][C:7]3[C:12]([C:4]=2[CH:3]=1)=[C:11]([C:13]1[CH:18]=[CH:17][CH:16]=[C:15]([S:19]([CH2:22][CH3:23])(=[O:21])=[O:20])[CH:14]=1)[CH:10]=[CH:9][C:8]=3[OH:24].C(S(C1C=C(C2C=C[C:44](OCCCN(C)C)=[C:43]3C=2C2C=[C:56](C)[CH:55]=[N:54][C:41]=2[NH:42]3)C=CC=1)(=O)=O)C, predict the reaction product. The product is: [N:54]1([CH2:55][CH2:56][O:24][C:8]2[CH:9]=[CH:10][C:11]([C:13]3[CH:18]=[CH:17][CH:16]=[C:15]([S:19]([CH2:22][CH3:23])(=[O:21])=[O:20])[CH:14]=3)=[C:12]3[C:7]=2[NH:6][C:5]2[N:25]=[CH:26][C:2]([Cl:1])=[CH:3][C:4]3=2)[CH:44]=[CH:43][N:42]=[CH:41]1. (2) Given the reactants C([O:3][C:4](=O)[C:5]([OH:21])([C:17]([F:20])([F:19])[F:18])[CH2:6]/[C:7](/[C:11]1[CH:16]=[CH:15][CH:14]=[CH:13][CH:12]=1)=[CH:8]\[CH2:9][CH3:10])C.[H-].[Al+3].[Li+].[H-].[H-].[H-].[Cl-].[NH4+], predict the reaction product. The product is: [OH:21][C:5]([C:17]([F:18])([F:19])[F:20])([CH2:6]/[C:7](/[C:11]1[CH:16]=[CH:15][CH:14]=[CH:13][CH:12]=1)=[CH:8]\[CH2:9][CH3:10])[CH:4]=[O:3]. (3) Given the reactants Cl.C1(NC2C(C)=C(C)N=C(NCC3C=CC=CN=3)N=2)CCCCC1.[CH3:25][C:26]1[CH:31]=[CH:30][N:29]=[C:28]([CH2:32][NH2:33])[CH:27]=1.Cl[C:35]1[N:40]=[C:39]([NH:41][CH:42]2[CH2:47][CH2:46][C:45]([F:49])([F:48])[CH2:44][CH2:43]2)[C:38]([CH3:50])=[C:37]([CH3:51])[N:36]=1, predict the reaction product. The product is: [F:49][C:45]1([F:48])[CH2:46][CH2:47][CH:42]([NH:41][C:39]2[C:38]([CH3:50])=[C:37]([CH3:51])[N:36]=[C:35]([NH:33][CH2:32][C:28]3[CH:27]=[C:26]([CH3:25])[CH:31]=[CH:30][N:29]=3)[N:40]=2)[CH2:43][CH2:44]1.